Dataset: Forward reaction prediction with 1.9M reactions from USPTO patents (1976-2016). Task: Predict the product of the given reaction. (1) Given the reactants [CH2:1]([C:8]1[CH:13]=[CH:12][CH:11]=[CH:10][C:9]=1[OH:14])[C:2]1[CH:7]=[CH:6][CH:5]=[CH:4][CH:3]=1.[Br-:15].[Br-].[Br-].C([N+](CCCC)(CCCC)CCCC)CCC.C([N+](CCCC)(CCCC)CCCC)CCC.C([N+](CCCC)(CCCC)CCCC)CCC, predict the reaction product. The product is: [CH2:1]([C:8]1[CH:13]=[C:12]([Br:15])[CH:11]=[CH:10][C:9]=1[OH:14])[C:2]1[CH:3]=[CH:4][CH:5]=[CH:6][CH:7]=1. (2) Given the reactants CCOC(/N=N/C(OCC)=O)=O.[CH3:13][O:14][C:15](=[O:34])[C@H:16]([CH2:24][C:25]1[CH:30]=[C:29]([I:31])[C:28]([OH:32])=[C:27]([I:33])[CH:26]=1)[NH:17][C:18](=[O:23])[C:19]([F:22])([F:21])[F:20].[OH:35][C:36]1[CH:50]=[CH:49][C:39]([O:40][C:41]2[CH:48]=[CH:47][C:44]([CH2:45]O)=[CH:43][CH:42]=2)=[CH:38][CH:37]=1.C1(P(C2C=CC=CC=2)C2C=CC=CC=2)C=CC=CC=1, predict the reaction product. The product is: [CH3:13][O:14][C:15](=[O:34])[C@H:16]([CH2:24][C:25]1[CH:26]=[C:27]([I:33])[C:28]([O:32][CH2:45][C:44]2[CH:47]=[CH:48][C:41]([O:40][C:39]3[CH:49]=[CH:50][C:36]([OH:35])=[CH:37][CH:38]=3)=[CH:42][CH:43]=2)=[C:29]([I:31])[CH:30]=1)[NH:17][C:18](=[O:23])[C:19]([F:22])([F:20])[F:21]. (3) Given the reactants [C:1]([N:4]1[C:13]2[C:8](=[CH:9][C:10](B3OC(C)(C)C(C)(C)O3)=[CH:11][CH:12]=2)[C@H:7]([NH:23][C:24](=[O:29])[O:25][CH:26]([CH3:28])[CH3:27])[CH2:6][C@@H:5]1[CH3:30])(=[O:3])[CH3:2].C(N1C2C(=CC(B3OC(C)(C)C(C)(C)O3)=CC=2)C(NC(=O)OC(C)C)CC1C)(=O)C.C(=O)([O-])[O-].[K+].[K+].I[C:68]1[N:69]=[CH:70][C:71]([N:74]2[CH2:79][CH2:78][N:77](C(OC(C)(C)C)=O)[CH2:76][CH2:75]2)=[N:72][CH:73]=1.C([Cl:90])(=O)C, predict the reaction product. The product is: [ClH:90].[C:1]([N:4]1[C:13]2[C:8](=[CH:9][C:10]([C:68]3[CH:73]=[N:72][C:71]([N:74]4[CH2:75][CH2:76][NH:77][CH2:78][CH2:79]4)=[CH:70][N:69]=3)=[CH:11][CH:12]=2)[C@H:7]([NH:23][C:24](=[O:29])[O:25][CH:26]([CH3:27])[CH3:28])[CH2:6][C@@H:5]1[CH3:30])(=[O:3])[CH3:2]. (4) The product is: [C:26]([OH:29])(=[O:28])[CH3:27].[CH2:3]([O:5][C:6]([O:8][CH2:9][CH2:10][CH2:11][C:12]([CH3:24])([CH3:25])[CH2:13][O:14][S:15]([CH2:18][CH2:19][CH2:20][NH2:21])(=[O:16])=[O:17])=[O:7])[CH3:4]. Given the reactants [H][H].[CH2:3]([O:5][C:6]([O:8][CH2:9][CH2:10][CH2:11][C:12]([CH3:25])([CH3:24])[CH2:13][O:14][S:15]([CH2:18][CH2:19][CH2:20][N:21]=[N+]=[N-])(=[O:17])=[O:16])=[O:7])[CH3:4].[C:26]([OH:29])(=[O:28])[CH3:27], predict the reaction product. (5) Given the reactants [F:1][C:2]1[C:3](I)=[N:4][CH:5]=[CH:6][CH:7]=1.[CH2:9]([C:13]1[O:14][C:15]2[CH:21]=[CH:20][CH:19]=[CH:18][C:16]=2[N:17]=1)[CH2:10][C:11]#[CH:12], predict the reaction product. The product is: [F:1][C:2]1[C:3]([C:12]#[C:11][CH2:10][CH2:9][C:13]2[O:14][C:15]3[CH:21]=[CH:20][CH:19]=[CH:18][C:16]=3[N:17]=2)=[N:4][CH:5]=[CH:6][CH:7]=1. (6) Given the reactants [NH2:1][C:2]1[CH:3]=[C:4]([C:28]2[CH:29]=[CH:30][C:31]([Cl:43])=[C:32]3[C:36]=2[N:35]([CH3:37])[N:34]=[C:33]3[NH:38][S:39]([CH3:42])(=[O:41])=[O:40])[C:5]([C@@H:17]([NH2:27])[CH2:18][C:19]2[CH:24]=[C:23]([F:25])[CH:22]=[C:21]([F:26])[CH:20]=2)=[N:6][C:7]=1[C:8]#[C:9][C:10]1([OH:16])[CH2:13][C:12]([F:15])([F:14])[CH2:11]1.[F:44][C:45]1([F:62])[C:49]2[N:50]([CH2:57][C:58](O)=[O:59])[N:51]=[C:52]([C:53]([F:56])([F:55])[F:54])[C:48]=2[C@H:47]2[CH2:61][C@@H:46]12, predict the reaction product. The product is: [NH2:1][C:2]1[CH:3]=[C:4]([C:28]2[CH:29]=[CH:30][C:31]([Cl:43])=[C:32]3[C:36]=2[N:35]([CH3:37])[N:34]=[C:33]3[NH:38][S:39]([CH3:42])(=[O:41])=[O:40])[C:5]([C@@H:17]([NH:27][C:58](=[O:59])[CH2:57][N:50]2[C:49]3[C:45]([F:44])([F:62])[C@@H:46]4[CH2:61][C@@H:47]4[C:48]=3[C:52]([C:53]([F:55])([F:54])[F:56])=[N:51]2)[CH2:18][C:19]2[CH:24]=[C:23]([F:25])[CH:22]=[C:21]([F:26])[CH:20]=2)=[N:6][C:7]=1[C:8]#[C:9][C:10]1([OH:16])[CH2:11][C:12]([F:14])([F:15])[CH2:13]1. (7) The product is: [CH3:1][O:2][C:3]1[CH:8]=[CH:7][C:6]([N:9]2[CH2:10][CH2:11][N:12]([C:15]3[S:17][C:19]([C:20]([O:22][CH2:23][CH3:24])=[O:21])=[C:25]([C:26]4[CH:31]=[CH:30][CH:29]=[CH:28][CH:27]=4)[N:16]=3)[CH2:13][CH2:14]2)=[CH:5][CH:4]=1. Given the reactants [CH3:1][O:2][C:3]1[CH:8]=[CH:7][C:6]([N:9]2[CH2:14][CH2:13][N:12]([C:15](=[S:17])[NH2:16])[CH2:11][CH2:10]2)=[CH:5][CH:4]=1.Br[CH:19]([C:25](=O)[C:26]1[CH:31]=[CH:30][CH:29]=[CH:28][CH:27]=1)[C:20]([O:22][CH2:23][CH3:24])=[O:21], predict the reaction product.